Dataset: TCR-epitope binding with 47,182 pairs between 192 epitopes and 23,139 TCRs. Task: Binary Classification. Given a T-cell receptor sequence (or CDR3 region) and an epitope sequence, predict whether binding occurs between them. (1) The epitope is TVYDPLQPELDSFK. The TCR CDR3 sequence is CASSEGVFGEKLFF. Result: 1 (the TCR binds to the epitope). (2) The epitope is FLPRVFSAV. The TCR CDR3 sequence is CARGLADSSYNEQFF. Result: 1 (the TCR binds to the epitope). (3) The epitope is RLQSLQTYV. The TCR CDR3 sequence is CATSDLGTSQGYTF. Result: 0 (the TCR does not bind to the epitope). (4) The epitope is QASQEVKNW. The TCR CDR3 sequence is CASSQGGVQPQHF. Result: 1 (the TCR binds to the epitope). (5) The epitope is PKYVKQNTLKLAT. The TCR CDR3 sequence is CASRSPGGYYGYTF. Result: 1 (the TCR binds to the epitope). (6) The epitope is KTSVDCTMYI. The TCR CDR3 sequence is CASSLGQGIGKLFF. Result: 1 (the TCR binds to the epitope). (7) The epitope is KLNVGDYFV. The TCR CDR3 sequence is CASSRGQGSGNTIYF. Result: 0 (the TCR does not bind to the epitope).